Task: Predict the product of the given reaction.. Dataset: Forward reaction prediction with 1.9M reactions from USPTO patents (1976-2016) (1) Given the reactants CC(C)([O-])C.[K+].[F:7][C:8]1[C:18]([F:19])=[C:17]([F:20])[CH:16]=[CH:15][C:9]=1[NH:10][C@@H:11]([CH3:14])[CH2:12][OH:13].C(O[CH:24]=[C:25]([C:31]([O:33][CH2:34][CH3:35])=[O:32])[C:26]([O:28][CH2:29][CH3:30])=[O:27])C, predict the reaction product. The product is: [F:7][C:8]1[C:18]([F:19])=[C:17]([F:20])[CH:16]=[CH:15][C:9]=1[N:10]([CH:24]=[C:25]([C:26]([O:28][CH2:29][CH3:30])=[O:27])[C:31]([O:33][CH2:34][CH3:35])=[O:32])[C@@H:11]([CH3:14])[CH2:12][OH:13]. (2) Given the reactants [Br:1][CH2:2][C:3]1[CH:11]=[CH:10][C:6]([C:7]([NH2:9])=[O:8])=[CH:5][CH:4]=1.C(Cl)(=O)[C:13](Cl)=[O:14], predict the reaction product. The product is: [Br:1][CH2:2][C:3]1[CH:11]=[CH:10][C:6]([C:7]([N:9]=[C:13]=[O:14])=[O:8])=[CH:5][CH:4]=1. (3) Given the reactants Cl[C:2](Cl)([O:4]C(=O)OC(Cl)(Cl)Cl)Cl.[C:13]12([CH2:23][NH:24][CH2:25][CH2:26][CH:27]([OH:32])[CH2:28][CH:29]([CH3:31])[CH3:30])[CH2:22][CH:17]3[CH2:18][CH:19]([CH2:21][CH:15]([CH2:16]3)[CH2:14]1)[CH2:20]2.CCN(CC)CC, predict the reaction product. The product is: [C:13]12([CH2:23][N:24]3[CH2:25][CH2:26][CH:27]([CH2:28][CH:29]([CH3:30])[CH3:31])[O:32][C:2]3=[O:4])[CH2:22][CH:17]3[CH2:18][CH:19]([CH2:21][CH:15]([CH2:16]3)[CH2:14]1)[CH2:20]2.